Dataset: Peptide-MHC class II binding affinity with 134,281 pairs from IEDB. Task: Regression. Given a peptide amino acid sequence and an MHC pseudo amino acid sequence, predict their binding affinity value. This is MHC class II binding data. The peptide sequence is KKWRDVPYLTKRQDK. The MHC is HLA-DQA10201-DQB10402 with pseudo-sequence HLA-DQA10201-DQB10402. The binding affinity (normalized) is 0.161.